Dataset: Reaction yield outcomes from USPTO patents with 853,638 reactions. Task: Predict the reaction yield, written as a fraction of the theoretical maximum amount of product (1.0 means a 100% yield; for example, 0.34 means a 34% yield). (1) The product is [C:7]([C:9]1[CH:17]=[CH:16][C:12]([C:13]([NH:25][C:21]2[CH:20]=[N:19][CH:24]=[CH:23][CH:22]=2)=[O:15])=[C:11]([F:18])[CH:10]=1)#[N:8]. The reactants are C(Cl)(=O)C(Cl)=O.[C:7]([C:9]1[CH:17]=[CH:16][C:12]([C:13]([OH:15])=O)=[C:11]([F:18])[CH:10]=1)#[N:8].[N:19]1[CH:24]=[CH:23][CH:22]=[C:21]([NH2:25])[CH:20]=1. The catalyst is CN(C=O)C.C1COCC1. The yield is 0.930. (2) The reactants are C[O:2][C:3](=[O:33])[CH:4]([C:10]1[CH:11]=[C:12]([C:23]2[CH:28]=[CH:27][C:26]([C:29]([F:32])([F:31])[F:30])=[CH:25][CH:24]=2)[C:13]([Cl:22])=[C:14]([O:16][CH2:17][C:18]([F:21])([F:20])[F:19])[CH:15]=1)[CH2:5][CH:6]1[CH2:9][CH2:8][CH2:7]1.CCO.[OH-].[K+]. The catalyst is O. The product is [Cl:22][C:13]1[C:12]([C:23]2[CH:24]=[CH:25][C:26]([C:29]([F:32])([F:31])[F:30])=[CH:27][CH:28]=2)=[CH:11][C:10]([CH:4]([CH2:5][CH:6]2[CH2:9][CH2:8][CH2:7]2)[C:3]([OH:33])=[O:2])=[CH:15][C:14]=1[O:16][CH2:17][C:18]([F:19])([F:20])[F:21]. The yield is 0.900. (3) The reactants are Br[C:2]1[C:3](=[O:10])[CH2:4][CH2:5][C:6]=1[O:7][CH2:8][CH3:9].C([O-])([O-])=O.[K+].[K+].[F:17][C:18]1[CH:23]=[CH:22][C:21](B(O)O)=[CH:20][CH:19]=1. The catalyst is C1(C)C=CC=CC=1.C1C=CC=CC=1.O.CCO.C1C=CC(/C=C/C(/C=C/C2C=CC=CC=2)=O)=CC=1.C1C=CC(/C=C/C(/C=C/C2C=CC=CC=2)=O)=CC=1.[Pd].C1C=CC(/C=C/C(/C=C/C2C=CC=CC=2)=O)=CC=1.C1C=CC(/C=C/C(/C=C/C2C=CC=CC=2)=O)=CC=1.C1C=CC(/C=C/C(/C=C/C2C=CC=CC=2)=O)=CC=1.[Pd].[Pd].C1(P(C2C=CC=CC=2)C2C=CC=CC=2)C=CC=CC=1. The product is [CH2:8]([O:7][C:6]1[CH2:5][CH2:4][C:3](=[O:10])[C:2]=1[C:21]1[CH:22]=[CH:23][C:18]([F:17])=[CH:19][CH:20]=1)[CH3:9]. The yield is 0.700. (4) The reactants are [CH2:1]([C:5]1[CH:10]=[CH:9][C:8]([CH:11]([CH3:15])[C:12]([OH:14])=O)=[CH:7][CH:6]=1)[CH:2]([CH3:4])[CH3:3].[CH3:16][C:17]1[N:18]=[C:19]([NH2:28])[S:20][C:21]=1[CH2:22][CH2:23][O:24][N+:25]([O-:27])=[O:26]. No catalyst specified. The product is [CH2:1]([C:5]1[CH:6]=[CH:7][C:8]([CH:11]([CH3:15])[C:12]([NH:28][C:19]2[S:20][C:21]([CH2:22][CH2:23][O:24][N+:25]([O-:27])=[O:26])=[C:17]([CH3:16])[N:18]=2)=[O:14])=[CH:9][CH:10]=1)[CH:2]([CH3:3])[CH3:4]. The yield is 0.630. (5) The reactants are [CH3:1][C:2]1[C:10]2[C:5](=[CH:6][CH:7]=[CH:8][C:9]=2[CH:11]=C)[N:4]([S:13]([C:16]2[CH:21]=[CH:20][CH:19]=[CH:18][CH:17]=2)(=[O:15])=[O:14])[CH:3]=1.N1C(C)=CC=CC=1C.I([O-])(=O)(=O)=[O:31].[Na+]. The catalyst is O1CCOCC1.O.O=[Os](=O)(=O)=O. The product is [CH3:1][C:2]1[C:10]2[C:9]([CH:11]=[O:31])=[CH:8][CH:7]=[CH:6][C:5]=2[N:4]([S:13]([C:16]2[CH:21]=[CH:20][CH:19]=[CH:18][CH:17]=2)(=[O:15])=[O:14])[CH:3]=1. The yield is 0.890. (6) The reactants are [NH2:1][C:2]1[CH:10]=[CH:9][CH:8]=[C:7]2[C:3]=1[C:4](=[O:20])[N:5]([CH:12]1[CH2:17][CH2:16][C:15](=[O:18])[NH:14][C:13]1=[O:19])[C:6]2=[O:11].[F:21][C:22]([F:33])([F:32])[C:23]1[CH:24]=[C:25]([CH:29]=[CH:30][CH:31]=1)[C:26](Cl)=[O:27].CO. The catalyst is C1COCC1.C(OCC)C. The product is [O:19]=[C:13]1[CH:12]([N:5]2[C:4](=[O:20])[C:3]3[C:7](=[CH:8][CH:9]=[CH:10][C:2]=3[NH:1][C:26](=[O:27])[C:25]3[CH:29]=[CH:30][CH:31]=[C:23]([C:22]([F:21])([F:32])[F:33])[CH:24]=3)[C:6]2=[O:11])[CH2:17][CH2:16][C:15](=[O:18])[NH:14]1. The yield is 0.460. (7) No catalyst specified. The product is [N+:1]([C:4]1[CH:5]=[CH:6][C:7]2[O:12][C@:11]([CH3:18])([CH:13]([O:16][CH3:17])[O:14][CH3:15])[C@H:10]([OH:19])[C@@H:9]([N:30]([C:25]3[CH:26]=[CH:27][CH:28]=[CH:29][C:24]=3[CH:21]([CH3:23])[CH3:22])[CH2:31][C:32]3[N:33]=[N:34][N:35]([CH3:37])[N:36]=3)[C:8]=2[CH:20]=1)([O-:3])=[O:2]. The yield is 0.350. The reactants are [N+:1]([C:4]1[CH:5]=[CH:6][C:7]2[O:12][C@:11]([CH3:18])([CH:13]([O:16][CH3:17])[O:14][CH3:15])[C@@H:10]3[O:19][C@@H:9]3[C:8]=2[CH:20]=1)([O-:3])=[O:2].[CH:21]([C:24]1[CH:29]=[CH:28][CH:27]=[CH:26][C:25]=1[NH:30][CH2:31][C:32]1[N:33]=[N:34][N:35]([CH3:37])[N:36]=1)([CH3:23])[CH3:22]. (8) The reactants are Cl.[CH3:2][N:3]1[CH2:8][CH2:7][N:6]([CH2:9][CH2:10][NH:11][C:12]([C:14]2[CH:42]=[CH:41][C:17]([C:18]([NH:20][C:21]3[CH:26]=[C:25]([C:27]4[CH:28]=[N:29][CH:30]=[CH:31][CH:32]=4)[CH:24]=[CH:23][C:22]=3[NH:33]C(=O)OC(C)(C)C)=[O:19])=[CH:16][CH:15]=2)=[O:13])[CH2:5][CH2:4]1. The catalyst is O1CCOCC1.CO. The product is [NH2:33][C:22]1[CH:23]=[CH:24][C:25]([C:27]2[CH:28]=[N:29][CH:30]=[CH:31][CH:32]=2)=[CH:26][C:21]=1[NH:20][C:18](=[O:19])[C:17]1[CH:41]=[CH:42][C:14]([C:12]([NH:11][CH2:10][CH2:9][N:6]2[CH2:7][CH2:8][N:3]([CH3:2])[CH2:4][CH2:5]2)=[O:13])=[CH:15][CH:16]=1. The yield is 0.600. (9) The reactants are CC(C)([O-])C.[K+].[CH3:7][C:8]1[NH:12][C:11]([C:13]([O:15][CH2:16][CH3:17])=[O:14])=[C:10]([C:18]2[CH:23]=[CH:22][CH:21]=[CH:20][CH:19]=2)[C:9]=1[C:24]([O:26][CH2:27][CH3:28])=[O:25].[CH2:29]([O:31][CH2:32]Cl)[CH3:30]. The catalyst is CS(C)=O. The product is [CH2:29]([O:31][CH2:32][N:12]1[C:8]([CH3:7])=[C:9]([C:24]([O:26][CH2:27][CH3:28])=[O:25])[C:10]([C:18]2[CH:23]=[CH:22][CH:21]=[CH:20][CH:19]=2)=[C:11]1[C:13]([O:15][CH2:16][CH3:17])=[O:14])[CH3:30]. The yield is 0.560.